This data is from Full USPTO retrosynthesis dataset with 1.9M reactions from patents (1976-2016). The task is: Predict the reactants needed to synthesize the given product. (1) Given the product [CH:34]1([CH2:33][NH:32][C:27]([C:26]2[C:22]3[CH:21]=[CH:20][C:19]([O:18][C:15]4[CH:14]=[CH:13][N:12]=[C:11]5[CH:10]=[C:9]([C:7]([N:4]6[CH2:5][CH2:6][C@@H:2]([OH:1])[CH2:3]6)=[O:8])[S:17][C:16]=45)=[CH:31][C:23]=3[S:24][C:25]=2[CH3:30])=[O:29])[CH2:36][CH2:35]1, predict the reactants needed to synthesize it. The reactants are: [OH:1][C@@H:2]1[CH2:6][CH2:5][N:4]([C:7]([C:9]2[S:17][C:16]3[C:11](=[N:12][CH:13]=[CH:14][C:15]=3[O:18][C:19]3[CH:20]=[CH:21][C:22]4[C:26]([C:27]([OH:29])=O)=[C:25]([CH3:30])[S:24][C:23]=4[CH:31]=3)[CH:10]=2)=[O:8])[CH2:3]1.[NH2:32][CH2:33][CH:34]1[CH2:36][CH2:35]1.C(N(C(C)C)CC)(C)C.CN(C(ON1N=NC2C=CC=CC1=2)=[N+](C)C)C.F[P-](F)(F)(F)(F)F. (2) Given the product [CH2:14]([O:16][C:17](=[O:2])[CH:18]=[CH:10][CH:9]([O:8][CH3:7])[O:12][CH3:13])[CH3:15], predict the reactants needed to synthesize it. The reactants are: C(=O)([O-])[O-:2].[K+].[K+].[CH3:7][O:8][CH:9]([O:12][CH3:13])[CH:10]=O.[CH2:14]([O:16][CH2:17][CH3:18])[CH3:15]. (3) The reactants are: [CH3:1][C:2]1[C:6]2[CH:7]=[CH:8][CH:9]=[CH:10][C:5]=2[S:4][C:3]=1[S:11](Cl)(=[O:13])=[O:12].[NH2:15][C:16]1[CH:17]=[C:18]([CH:22]=[CH:23][CH:24]=1)[C:19]([OH:21])=[O:20]. Given the product [CH3:1][C:2]1[C:6]2[CH:7]=[CH:8][CH:9]=[CH:10][C:5]=2[S:4][C:3]=1[S:11]([NH:15][C:16]1[CH:17]=[C:18]([CH:22]=[CH:23][CH:24]=1)[C:19]([OH:21])=[O:20])(=[O:13])=[O:12], predict the reactants needed to synthesize it. (4) Given the product [CH3:1][O:2][C:3](=[O:24])[C@H:4]([CH2:19][CH2:20][CH2:21][CH2:22][NH:23][C:25](=[O:31])[CH2:26][CH2:27][CH2:28][CH2:29][CH3:30])[NH:5][C:6](=[O:18])[CH:7]([CH3:17])[NH:8][C:9]1[CH:14]=[CH:13][C:12]([Cl:15])=[C:11]([Cl:16])[CH:10]=1, predict the reactants needed to synthesize it. The reactants are: [CH3:1][O:2][C:3](=[O:24])[C@H:4]([CH2:19][CH2:20][CH2:21][CH2:22][NH2:23])[NH:5][C:6](=[O:18])[CH:7]([CH3:17])[NH:8][C:9]1[CH:14]=[CH:13][C:12]([Cl:15])=[C:11]([Cl:16])[CH:10]=1.[C:25](O)(=[O:31])[CH2:26][CH2:27][CH2:28][CH2:29][CH3:30]. (5) Given the product [C:35]([O:38][C:39]([N:28]([C@H:23]1[C:24]2[C:19](=[C:18]([C:16]3[S:17][C:13]([C:5]4[CH:6]=[CH:7][C:8]([O:9][CH:10]([CH3:12])[CH3:11])=[C:3]([C:1]#[N:2])[CH:4]=4)=[N:14][N:15]=3)[CH:27]=[CH:26][CH:25]=2)[CH2:20][CH2:21][CH2:22]1)[CH2:29][C:30]([O:32][CH3:33])=[O:31])=[O:40])([CH3:37])([CH3:36])[CH3:34], predict the reactants needed to synthesize it. The reactants are: [C:1]([C:3]1[CH:4]=[C:5]([C:13]2[S:17][C:16]([C:18]3[CH:27]=[CH:26][CH:25]=[C:24]4[C:19]=3[CH2:20][CH2:21][CH2:22][C@H:23]4[NH:28][CH2:29][C:30]([O:32][CH3:33])=[O:31])=[N:15][N:14]=2)[CH:6]=[CH:7][C:8]=1[O:9][CH:10]([CH3:12])[CH3:11])#[N:2].[CH3:34][C:35]([O:38][C:39](O[C:39]([O:38][C:35]([CH3:37])([CH3:36])[CH3:34])=[O:40])=[O:40])([CH3:37])[CH3:36]. (6) Given the product [O:4]1[C:5]2([CH2:10][CH2:9][CH:8]([C:11]3[CH:16]=[C:15]([OH:17])[N:14]4[N:18]=[CH:19][CH:20]=[C:13]4[N:12]=3)[CH2:7]2)[O:1][CH2:2][CH2:3]1, predict the reactants needed to synthesize it. The reactants are: [O:1]1[C:5]2([CH2:10][CH2:9][CH:8]([C:11]3[CH:16]=[C:15]([OH:17])[N:14]4[N:18]=[CH:19][CH:20]=[C:13]4[N:12]=3)[CH2:7]C2)[O:4][CH2:3][CH2:2]1.O=C(C1CCC2(OCCO2)C1)CC(OCC)=O.O=C(C1CCC2(OCCO2)CC1)CC(OCC)=O.